From a dataset of Reaction yield outcomes from USPTO patents with 853,638 reactions. Predict the reaction yield, written as a fraction of the theoretical maximum amount of product (1.0 means a 100% yield; for example, 0.34 means a 34% yield). (1) The reactants are [C:1]([C:4]1[NH:5][C:6]2[C:11]([CH:12]=1)=[CH:10][C:9]([O:13]CC1C=CC=CC=1)=[CH:8][CH:7]=2)(=[O:3])[NH2:2]. The catalyst is CO.[Pd]. The product is [C:1]([C:4]1[NH:5][C:6]2[C:11]([CH:12]=1)=[CH:10][C:9]([OH:13])=[CH:8][CH:7]=2)(=[O:3])[NH2:2]. The yield is 1.00. (2) The reactants are [OH-].[Li+].[CH3:3][C:4]([CH3:21])([CH3:20])[C@H:5]([NH:10][C:11](=[O:19])[CH2:12][CH2:13][CH2:14][CH2:15][CH2:16][CH:17]=[CH2:18])[C:6]([O:8]C)=[O:7]. The catalyst is C1COCC1.CO. The product is [CH3:3][C:4]([CH3:21])([CH3:20])[C@H:5]([NH:10][C:11](=[O:19])[CH2:12][CH2:13][CH2:14][CH2:15][CH2:16][CH:17]=[CH2:18])[C:6]([OH:8])=[O:7]. The yield is 0.860. (3) The reactants are Cl[C:2]1[N:7]=[C:6]([C:8]2[CH:15]=[CH:14][C:11]([C:12]#[N:13])=[CH:10][CH:9]=2)[C:5]([Cl:16])=[CH:4][N:3]=1.[CH2:17]1[C@@H:21]2[CH2:22][NH:23][CH2:24][C@@H:20]2[CH2:19][N:18]1[C:25]([O:27][C:28]([CH3:31])([CH3:30])[CH3:29])=[O:26].CCN(C(C)C)C(C)C. The catalyst is C(O)C. The product is [Cl:16][C:5]1[C:6]([C:8]2[CH:15]=[CH:14][C:11]([C:12]#[N:13])=[CH:10][CH:9]=2)=[N:7][C:2]([N:23]2[CH2:22][C@@H:21]3[CH2:17][N:18]([C:25]([O:27][C:28]([CH3:31])([CH3:30])[CH3:29])=[O:26])[CH2:19][C@@H:20]3[CH2:24]2)=[N:3][CH:4]=1. The yield is 0.980. (4) The reactants are [CH2:1]([O:3][C:4](=[O:34])[CH:5]([C:10]1[CH:11]=[C:12]([C:24]2[CH:29]=[CH:28][C:27]([C:30]([F:33])([F:32])[F:31])=[CH:26][CH:25]=2)[CH:13]=[C:14](OS(C(F)(F)F)(=O)=O)[CH:15]=1)[CH2:6][CH:7]([CH3:9])[CH3:8])[CH3:2].[N:35]1[CH:40]=[CH:39][CH:38]=[CH:37][C:36]=1B1OC(C)(C)C(C)(C)O1.C([O-])([O-])=O.[Na+].[Na+]. The catalyst is C(COC)OC.C1C=CC([P]([Pd]([P](C2C=CC=CC=2)(C2C=CC=CC=2)C2C=CC=CC=2)([P](C2C=CC=CC=2)(C2C=CC=CC=2)C2C=CC=CC=2)[P](C2C=CC=CC=2)(C2C=CC=CC=2)C2C=CC=CC=2)(C2C=CC=CC=2)C2C=CC=CC=2)=CC=1. The product is [CH2:1]([O:3][C:4](=[O:34])[CH:5]([C:10]1[CH:11]=[C:12]([C:24]2[CH:25]=[CH:26][C:27]([C:30]([F:32])([F:33])[F:31])=[CH:28][CH:29]=2)[CH:13]=[C:14]([C:36]2[CH:37]=[CH:38][CH:39]=[CH:40][N:35]=2)[CH:15]=1)[CH2:6][CH:7]([CH3:9])[CH3:8])[CH3:2]. The yield is 0.330. (5) The reactants are [CH2:1]([C:3]([C:21]1[CH:26]=[CH:25][C:24]([OH:27])=[CH:23][CH:22]=1)([C:6]1[CH:11]=[CH:10][C:9](/[CH:12]=[CH:13]/[C:14]([CH2:18][CH3:19])([OH:17])[CH2:15][CH3:16])=[C:8]([CH3:20])[CH:7]=1)[CH2:4][CH3:5])[CH3:2].[C:28]([O-])([O-])=O.[K+].[K+].[C:34]([O:37][CH2:38][CH3:39])(=[O:36])[CH3:35]. The catalyst is CN(C=O)C. The product is [CH2:1]([C:3]([C:21]1[CH:22]=[CH:23][C:24]([O:27][CH2:39][C@H:38]2[O:37][C:34](=[O:36])[CH2:35][CH2:28]2)=[CH:25][CH:26]=1)([C:6]1[CH:11]=[CH:10][C:9](/[CH:12]=[CH:13]/[C:14]([CH2:15][CH3:16])([OH:17])[CH2:18][CH3:19])=[C:8]([CH3:20])[CH:7]=1)[CH2:4][CH3:5])[CH3:2]. The yield is 0.680. (6) The reactants are [S:1]1[CH:5]=[CH:4][C:3]([CH:6]=O)=[CH:2]1.C1(P(=[CH:27][C:28]([O:30][CH2:31][CH3:32])=[O:29])(C2C=CC=CC=2)C2C=CC=CC=2)C=CC=CC=1. The catalyst is C1COCC1. The product is [S:1]1[CH:5]=[CH:4][C:3]([CH:6]=[CH:27][C:28]([O:30][CH2:31][CH3:32])=[O:29])=[CH:2]1. The yield is 0.830. (7) The reactants are [OH-:1].[Na+].[Br:3][C:4]1[CH:9]=[CH:8][C:7]([CH2:10][C:11]#N)=[C:6]([F:13])[CH:5]=1.C[OH:15]. No catalyst specified. The product is [Br:3][C:4]1[CH:9]=[CH:8][C:7]([CH2:10][C:11]([OH:15])=[O:1])=[C:6]([F:13])[CH:5]=1. The yield is 0.950.